This data is from Reaction yield outcomes from USPTO patents with 853,638 reactions. The task is: Predict the reaction yield, written as a fraction of the theoretical maximum amount of product (1.0 means a 100% yield; for example, 0.34 means a 34% yield). (1) The reactants are [NH2:1][C:2]1[C:15]([O:16][CH3:17])=[CH:14][C:5]2[CH2:6][C:7](=[O:13])[N:8]([CH2:11][CH3:12])[CH2:9][CH2:10][C:4]=2[CH:3]=1.Cl[C:19]1[N:24]=[C:23]([NH:25][C@@H:26]2[CH2:31][CH2:30][CH2:29][CH2:28][C@H:27]2[NH:32][S:33]([CH3:36])(=[O:35])=[O:34])[C:22]([Cl:37])=[CH:21][N:20]=1. No catalyst specified. The product is [Cl:37][C:22]1[C:23]([NH:25][C@@H:26]2[CH2:31][CH2:30][CH2:29][CH2:28][C@H:27]2[NH:32][S:33]([CH3:36])(=[O:35])=[O:34])=[N:24][C:19]([NH:1][C:2]2[C:15]([O:16][CH3:17])=[CH:14][C:5]3[CH2:6][C:7](=[O:13])[N:8]([CH2:11][CH3:12])[CH2:9][CH2:10][C:4]=3[CH:3]=2)=[N:20][CH:21]=1. The yield is 0.360. (2) The reactants are C[O:2][C:3](=[O:38])[CH:4]([C:10]1[CH:11]=[C:12]([C:29]2[CH:34]=[CH:33][CH:32]=[C:31]([N+:35]([O-:37])=[O:36])[CH:30]=2)[C:13]([OH:28])=[C:14]([C:16]2[NH:17][C:18]3[C:23]([CH:24]=2)=[CH:22][C:21]([C:25](=[NH:27])[NH2:26])=[CH:20][CH:19]=3)[CH:15]=1)[CH2:5][C:6]([O:8]C)=[O:7].Cl. The catalyst is C(#N)C. The product is [C:25]([C:21]1[CH:22]=[C:23]2[C:18](=[CH:19][CH:20]=1)[NH:17][C:16]([C:14]1[CH:15]=[C:10]([CH:4]([CH2:5][C:6]([OH:8])=[O:7])[C:3]([OH:38])=[O:2])[CH:11]=[C:12]([C:29]3[CH:34]=[CH:33][CH:32]=[C:31]([N+:35]([O-:37])=[O:36])[CH:30]=3)[C:13]=1[OH:28])=[CH:24]2)(=[NH:26])[NH2:27]. The yield is 0.330. (3) The reactants are [NH2:1][C:2]1[C:7]([NH:8][C:9](=[O:14])[CH2:10][CH2:11][CH2:12]Br)=[CH:6][C:5]([Br:15])=[CH:4][N:3]=1.C(=O)([O-])[O-].[K+].[K+]. The catalyst is C(#N)C. The product is [NH2:1][C:2]1[C:7]([N:8]2[CH2:12][CH2:11][CH2:10][C:9]2=[O:14])=[CH:6][C:5]([Br:15])=[CH:4][N:3]=1. The yield is 0.0590. (4) The reactants are [F:1][C:2]1[CH:3]=[CH:4][C:5]([OH:16])=[C:6](/[CH:8]=[C:9]2/[C:10](=[O:15])[NH:11][C:12](=[S:14])[S:13]/2)[CH:7]=1.[CH:17](N(C(C)C)CC)(C)C.IC. The catalyst is C(O)C. The product is [F:1][C:2]1[CH:3]=[CH:4][C:5]([OH:16])=[C:6](/[CH:8]=[C:9]2/[C:10](=[O:15])[N:11]=[C:12]([S:14][CH3:17])[S:13]/2)[CH:7]=1. The yield is 0.610. (5) The reactants are [CH3:1][O:2][C:3]1[C:8]([N+:9]([O-])=O)=[CH:7][CH:6]=[CH:5][C:4]=1[C:12]1[S:13][C:14]([CH3:20])=[C:15]([C:17]([OH:19])=[O:18])[N:16]=1. The catalyst is CO.[Pd]. The product is [CH3:1][O:2][C:3]1[C:8]([NH2:9])=[CH:7][CH:6]=[CH:5][C:4]=1[C:12]1[S:13][C:14]([CH3:20])=[C:15]([C:17]([OH:19])=[O:18])[N:16]=1. The yield is 0.920.